Dataset: hERG potassium channel inhibition data for cardiac toxicity prediction from Karim et al.. Task: Regression/Classification. Given a drug SMILES string, predict its toxicity properties. Task type varies by dataset: regression for continuous values (e.g., LD50, hERG inhibition percentage) or binary classification for toxic/non-toxic outcomes (e.g., AMES mutagenicity, cardiotoxicity, hepatotoxicity). Dataset: herg_karim. The molecule is CC(=O)N1CCC(n2cc(Nc3ncc(Cl)c(-c4cnn5ccccc45)n3)c(C)n2)CC1. The result is 1 (blocker).